Dataset: Forward reaction prediction with 1.9M reactions from USPTO patents (1976-2016). Task: Predict the product of the given reaction. (1) Given the reactants [Cl:1][C:2]1[CH:12]=[C:11]([Cl:13])[CH:10]=[CH:9][C:3]=1[O:4][CH2:5][C:6]([OH:8])=O.[CH3:14][O:15][C:16](=[O:24])[C:17]1[CH:22]=[CH:21][N:20]=[C:19]([NH2:23])[CH:18]=1.C1CN([P+](ON2N=NC3C=CC=CC2=3)(N2CCCC2)N2CCCC2)CC1.F[P-](F)(F)(F)(F)F.C(OCC)(=O)C, predict the reaction product. The product is: [CH3:14][O:15][C:16](=[O:24])[C:17]1[CH:22]=[CH:21][N:20]=[C:19]([NH:23][C:6](=[O:8])[CH2:5][O:4][C:3]2[CH:9]=[CH:10][C:11]([Cl:13])=[CH:12][C:2]=2[Cl:1])[CH:18]=1. (2) Given the reactants [OH:1][CH:2]([C:4]1[CH:9]=[C:8]([C@@H:10]([NH:13][C:14]([C:16]2[C:17]3[CH:24]=[N:23][N:22]([C:25]4[CH:30]=[CH:29][C:28]([F:31])=[CH:27][CH:26]=4)[C:18]=3[CH:19]=[N:20][CH:21]=2)=[O:15])[CH2:11][CH3:12])[CH:7]=[CH:6][N:5]=1)[CH3:3], predict the reaction product. The product is: [C:2]([C:4]1[CH:9]=[C:8]([C@@H:10]([NH:13][C:14]([C:16]2[C:17]3[CH:24]=[N:23][N:22]([C:25]4[CH:26]=[CH:27][C:28]([F:31])=[CH:29][CH:30]=4)[C:18]=3[CH:19]=[N:20][CH:21]=2)=[O:15])[CH2:11][CH3:12])[CH:7]=[CH:6][N:5]=1)(=[O:1])[CH3:3]. (3) Given the reactants [Cl:1][C:2]1[CH:3]=[C:4]([C@@H:8]([CH:18]=[CH2:19])[C@@H:9]([C:11]2[CH:16]=[CH:15][C:14]([Cl:17])=[CH:13][CH:12]=2)[NH2:10])[CH:5]=[CH:6][CH:7]=1.[CH:20]1([C:23]([CH:25]2[CH2:27][CH2:26]2)=O)[CH2:22][CH2:21]1.C(O)(=O)C.C([BH3-])#N.[Na+], predict the reaction product. The product is: [Cl:1][C:2]1[CH:3]=[C:4]([C@@H:8]([CH:18]=[CH2:19])[C@@H:9]([C:11]2[CH:12]=[CH:13][C:14]([Cl:17])=[CH:15][CH:16]=2)[NH:10][CH:23]([CH:25]2[CH2:27][CH2:26]2)[CH:20]2[CH2:22][CH2:21]2)[CH:5]=[CH:6][CH:7]=1.